Dataset: Catalyst prediction with 721,799 reactions and 888 catalyst types from USPTO. Task: Predict which catalyst facilitates the given reaction. (1) Reactant: [Br:1][C:2]1[CH:3]=[C:4]([C:18]([O:20]C)=[O:19])[C:5]([O:8][C:9]2[C:14]([CH3:15])=[CH:13][C:12]([CH3:16])=[CH:11][C:10]=2[CH3:17])=[N:6][CH:7]=1.[OH-].[Na+].Cl. Product: [Br:1][C:2]1[CH:3]=[C:4]([C:18]([OH:20])=[O:19])[C:5]([O:8][C:9]2[C:14]([CH3:15])=[CH:13][C:12]([CH3:16])=[CH:11][C:10]=2[CH3:17])=[N:6][CH:7]=1. The catalyst class is: 24. (2) Reactant: [CH3:1][C:2]([C:4]1[CH:9]=[CH:8][C:7]([NH2:10])=[CH:6][CH:5]=1)=[O:3].[B-](F)(F)(F)F.CCOC(C(C#N)=NOC(N(C)C)=[N+](C)C)=O.[C:33]([N:40]1[CH2:48][CH2:47][CH:43]([C:44](O)=[O:45])[CH2:42][CH2:41]1)([O:35][C:36]([CH3:39])([CH3:38])[CH3:37])=[O:34].CCN(C(C)C)C(C)C. Product: [C:36]([O:35][C:33]([N:40]1[CH2:48][CH2:47][CH:43]([C:44](=[O:45])[NH:10][C:7]2[CH:8]=[CH:9][C:4]([C:2](=[O:3])[CH3:1])=[CH:5][CH:6]=2)[CH2:42][CH2:41]1)=[O:34])([CH3:39])([CH3:38])[CH3:37]. The catalyst class is: 3.